From a dataset of Full USPTO retrosynthesis dataset with 1.9M reactions from patents (1976-2016). Predict the reactants needed to synthesize the given product. (1) Given the product [I:17][C:18]1[CH:23]=[CH:22][C:21]([O:16][CH:13]2[CH2:14][CH2:15][N:10]([C:3]([O:5][C:6]([CH3:9])([CH3:8])[CH3:7])=[O:4])[CH2:11][CH2:12]2)=[CH:20][CH:19]=1, predict the reactants needed to synthesize it. The reactants are: [H-].[Na+].[C:3]([N:10]1[CH2:15][CH2:14][CH:13]([OH:16])[CH2:12][CH2:11]1)([O:5][C:6]([CH3:9])([CH3:8])[CH3:7])=[O:4].[I:17][C:18]1[CH:23]=[CH:22][C:21](F)=[CH:20][CH:19]=1. (2) Given the product [Cl:39][C:36]1[CH:37]=[CH:38][C:33]([C:29]2([OH:32])[CH2:28][CH2:27][N:26]([CH2:25][CH2:24][CH:23]=[C:15]3[C:16]4[C:17](=[N:18][CH:19]=[CH:20][CH:21]=4)[O:22][C:12]4[CH:11]=[CH:10][CH:9]=[C:8]([O:7][CH2:6][CH2:5][OH:4])[C:13]=4[CH2:14]3)[CH2:31][CH2:30]2)=[CH:34][CH:35]=1, predict the reactants needed to synthesize it. The reactants are: C([O:4][CH2:5][CH2:6][O:7][C:8]1[C:13]2[CH2:14][C:15](=[CH:23][CH2:24][CH2:25][N:26]3[CH2:31][CH2:30][C:29]([C:33]4[CH:38]=[CH:37][C:36]([Cl:39])=[CH:35][CH:34]=4)([OH:32])[CH2:28][CH2:27]3)[C:16]3[C:17]([O:22][C:12]=2[CH:11]=[CH:10][CH:9]=1)=[N:18][CH:19]=[CH:20][CH:21]=3)(=O)C.[OH-].O.C(OCC)(=O)C. (3) Given the product [F:21][CH:22]([F:30])[CH:23]([N:8]1[CH2:7][C:3]2[C:2](=[N:1][CH:6]=[CH:5][CH:4]=2)[CH2:9]1)[CH2:24][C:25]([O:27][CH2:28][CH3:29])=[O:26], predict the reactants needed to synthesize it. The reactants are: [N:1]1[CH:6]=[CH:5][CH:4]=[C:3]2[CH2:7][NH:8][CH2:9][C:2]=12.N12CCCN=C1CCCCC2.[F:21][CH:22]([F:30])[CH:23]=[CH:24][C:25]([O:27][CH2:28][CH3:29])=[O:26]. (4) The reactants are: [C:1]([C:5]1[N:10]=[C:9]([N:11]2[CH2:16][CH2:15][N:14]([CH2:17][CH2:18][CH2:19][CH2:20][NH2:21])[CH2:13][CH2:12]2)[CH:8]=[C:7]([C:22]([F:25])([F:24])[F:23])[N:6]=1)([CH3:4])([CH3:3])[CH3:2].C1N=CN([C:31](N2C=NC=C2)=[O:32])C=1.[C:38]([C:40]1[CH:41]=[C:42]([N:46]2[CH2:51][CH2:50][NH:49][CH2:48][CH2:47]2)[CH:43]=[CH:44][CH:45]=1)#[N:39]. Given the product [C:1]([C:5]1[N:10]=[C:9]([N:11]2[CH2:16][CH2:15][N:14]([CH2:17][CH2:18][CH2:19][CH2:20][NH:21][C:31]([N:49]3[CH2:50][CH2:51][N:46]([C:42]4[CH:43]=[CH:44][CH:45]=[C:40]([C:38]#[N:39])[CH:41]=4)[CH2:47][CH2:48]3)=[O:32])[CH2:13][CH2:12]2)[CH:8]=[C:7]([C:22]([F:24])([F:25])[F:23])[N:6]=1)([CH3:4])([CH3:2])[CH3:3], predict the reactants needed to synthesize it. (5) The reactants are: F[C:2]1[C:7]([N+:8]([O-:10])=[O:9])=[CH:6][C:5]([NH:11][S:12]([C:15]2[CH:20]=[CH:19][C:18]([CH3:21])=[CH:17][CH:16]=2)(=[O:14])=[O:13])=[C:4]([NH:22][S:23]([C:26]2[CH:31]=[CH:30][C:29]([CH3:32])=[CH:28][CH:27]=2)(=[O:25])=[O:24])[CH:3]=1.[Cl:33][C:34]1[CH:39]=[CH:38][CH:37]=[CH:36][C:35]=1[CH2:40][SH:41].C([O-])([O-])=O.[K+].[K+]. Given the product [Cl:33][C:34]1[CH:39]=[CH:38][CH:37]=[CH:36][C:35]=1[CH2:40][S:41][C:2]1[C:7]([N+:8]([O-:10])=[O:9])=[CH:6][C:5]([NH:11][S:12]([C:15]2[CH:20]=[CH:19][C:18]([CH3:21])=[CH:17][CH:16]=2)(=[O:14])=[O:13])=[C:4]([NH:22][S:23]([C:26]2[CH:31]=[CH:30][C:29]([CH3:32])=[CH:28][CH:27]=2)(=[O:25])=[O:24])[CH:3]=1, predict the reactants needed to synthesize it. (6) Given the product [Cl:1][C:2]1[CH:11]=[C:10]2[C:5]([CH2:6][CH2:7][CH2:8][CH:9]2[C:12]#[N:13])=[C:4]([F:14])[CH:3]=1, predict the reactants needed to synthesize it. The reactants are: [Cl:1][C:2]1[CH:11]=[C:10]2[C:5]([CH2:6][CH2:7][CH:8]=[C:9]2[C:12]#[N:13])=[C:4]([F:14])[CH:3]=1.[BH4-].[Na+]. (7) Given the product [Cl:1][C:2]1[CH:3]=[CH:4][C:5]([N:8]2[C:13](=[O:14])[C:12]3[N:15]([CH2:24][C:25]([NH2:38])=[O:26])[N:16]=[C:17]([C:18]4[CH:23]=[CH:22][CH:21]=[CH:20][CH:19]=4)[C:11]=3[N:10]=[C:9]2[C:28]2[CH:33]=[CH:32][C:31]([CH:34]([CH3:35])[CH3:36])=[CH:30][CH:29]=2)=[CH:6][CH:7]=1, predict the reactants needed to synthesize it. The reactants are: [Cl:1][C:2]1[CH:7]=[CH:6][C:5]([N:8]2[C:13](=[O:14])[C:12]3[N:15]([CH2:24][C:25](O)=[O:26])[N:16]=[C:17]([C:18]4[CH:23]=[CH:22][CH:21]=[CH:20][CH:19]=4)[C:11]=3[N:10]=[C:9]2[C:28]2[CH:33]=[CH:32][C:31]([CH:34]([CH3:36])[CH3:35])=[CH:30][CH:29]=2)=[CH:4][CH:3]=1.C[N:38](C(ON1N=NC2C=CC=NC1=2)=[N+](C)C)C.F[P-](F)(F)(F)(F)F.CCN(C(C)C)C(C)C.N. (8) Given the product [F:1][C:2]1[CH:24]=[C:23]([N+:25]([O-:27])=[O:26])[CH:22]=[CH:21][C:3]=1[O:4][C:5]1[CH:10]=[CH:9][N:8]=[C:7]2[CH:11]=[C:12]([C:33]3[CH:34]=[C:29]([OH:28])[CH:30]=[CH:31][CH:32]=3)[S:13][C:6]=12, predict the reactants needed to synthesize it. The reactants are: [F:1][C:2]1[CH:24]=[C:23]([N+:25]([O-:27])=[O:26])[CH:22]=[CH:21][C:3]=1[O:4][C:5]1[CH:10]=[CH:9][N:8]=[C:7]2[CH:11]=[C:12](C3C=CC(O)=CC=3)[S:13][C:6]=12.[OH:28][C:29]1[CH:30]=[C:31](B(O)O)[CH:32]=[CH:33][CH:34]=1. (9) Given the product [CH3:13][C:14]1[O:1][C:2]2[CH:7]=[C:6]([OH:8])[CH:5]=[CH:4][C:3]=2[N:16]=1, predict the reactants needed to synthesize it. The reactants are: [OH:1][C:2]1[CH:7]=[C:6]([OH:8])[CH:5]=[CH:4][C:3]=1/C(=N\O)/C.[CH3:13][C:14]([N:16](C)C)=O.P(Cl)(Cl)(Cl)=O.C([O-])(O)=O.[Na+]. (10) The reactants are: [F:1][C:2]([F:11])([F:10])[C:3]1[N:8]=[CH:7][N:6]=[C:5](O)[CH:4]=1.P(Cl)(Cl)(Cl)=O.[OH-].[NH4+:18]. Given the product [F:1][C:2]([F:11])([F:10])[C:3]1[N:8]=[CH:7][N:6]=[C:5]([NH2:18])[CH:4]=1, predict the reactants needed to synthesize it.